This data is from CYP2D6 inhibition data for predicting drug metabolism from PubChem BioAssay. The task is: Regression/Classification. Given a drug SMILES string, predict its absorption, distribution, metabolism, or excretion properties. Task type varies by dataset: regression for continuous measurements (e.g., permeability, clearance, half-life) or binary classification for categorical outcomes (e.g., BBB penetration, CYP inhibition). Dataset: cyp2d6_veith. (1) The molecule is O=C1C2C3C=CC(C3)C2C(=O)N1/N=C/c1cn(Cc2ccc(F)cc2)c2ccccc12. The result is 0 (non-inhibitor). (2) The molecule is CC1(C)C(=O)C(c2ccccc2)=C2CN3C(=O)N(CCc4ccccc4)C(=O)C3(Cc3ccc(F)cc3)C=C21. The result is 0 (non-inhibitor). (3) The molecule is CC[C@@H]1CC(=O)N(SC[C@H](N)C(=O)O)C1=O. The result is 0 (non-inhibitor).